Dataset: Catalyst prediction with 721,799 reactions and 888 catalyst types from USPTO. Task: Predict which catalyst facilitates the given reaction. (1) Reactant: [NH2:1][C@H:2]([C:13]([OH:15])=[O:14])[CH2:3][C:4]1[C:12]2[C:7](=[CH:8][CH:9]=[CH:10][CH:11]=2)[NH:6][CH:5]=1.C([O-])(O)=O.[Na+].O=C1CCC(=O)N1[O:28][C:29](=O)[CH2:30][CH2:31][CH2:32][C:33]1[CH:38]=[CH:37][CH:36]=[CH:35][CH:34]=1.C(#N)C. The catalyst class is: 6. Product: [NH:6]1[C:7]2[C:12](=[CH:11][CH:10]=[CH:9][CH:8]=2)[C:4]([CH2:3][C@H:2]([NH:1][C:29](=[O:28])[CH2:30][CH2:31][CH2:32][C:33]2[CH:38]=[CH:37][CH:36]=[CH:35][CH:34]=2)[C:13]([OH:15])=[O:14])=[CH:5]1. (2) Reactant: N[C:2]1[S:3][C:4]([C:9]([O:11][CH2:12][CH3:13])=[O:10])=[C:5]([CH2:7][CH3:8])[N:6]=1.B(F)(F)F.CCOCC.N(OC(C)(C)C)=O.[Na].[OH-].[Na+]. Product: [CH2:7]([C:5]1[N:6]=[CH:2][S:3][C:4]=1[C:9]([O:11][CH2:12][CH3:13])=[O:10])[CH3:8]. The catalyst class is: 20. (3) Product: [CH2:26]([CH:28]([CH2:36][CH2:37][CH2:38][CH3:39])[CH2:29][O:30][C:31](=[O:35])[CH2:32][CH2:33][S:34][C:12]1[CH:11]=[C:10]2[C:15]([C:16]([C:18]3[CH:23]=[CH:22][CH:21]=[CH:20][CH:19]=3)=[CH:17][C:8]3[N:9]2[CH:25]=[CH:6][N:7]=3)=[CH:14][CH:13]=1)[CH3:27]. Reactant: C(OC([C:6]1[N:7]=[C:8]2[CH:17]=[C:16]([C:18]3[CH:23]=[CH:22][CH:21]=[CH:20][CH:19]=3)[C:15]3[C:10](=[CH:11][C:12](I)=[CH:13][CH:14]=3)[N:9]2[CH:25]=1)=O)C.[CH2:26]([CH:28]([CH2:36][CH2:37][CH2:38][CH3:39])[CH2:29][O:30][C:31](=[O:35])[CH2:32][CH2:33][SH:34])[CH3:27].C1(P(C2C=CC=CC=2)C2C3OC4C(=CC=CC=4P(C4C=CC=CC=4)C4C=CC=CC=4)C(C)(C)C=3C=CC=2)C=CC=CC=1.CCN(C(C)C)C(C)C. The catalyst class is: 62. (4) Reactant: C(=O)([O-])[O-].[K+].[K+].[O:7]=[C:8]1[CH2:12][CH2:11][CH2:10][CH:9]1[C:13]([O:15][CH3:16])=[O:14].Br[CH2:18][C:19]1[S:20][CH:21]=[C:22]([C:24]2[CH:29]=[CH:28][C:27]([Cl:30])=[CH:26][CH:25]=2)[N:23]=1. Product: [Cl:30][C:27]1[CH:26]=[CH:25][C:24]([C:22]2[N:23]=[C:19]([CH2:18][C:9]3([C:13]([O:15][CH3:16])=[O:14])[CH2:10][CH2:11][CH2:12][C:8]3=[O:7])[S:20][CH:21]=2)=[CH:29][CH:28]=1. The catalyst class is: 21.